Dataset: Reaction yield outcomes from USPTO patents with 853,638 reactions. Task: Predict the reaction yield, written as a fraction of the theoretical maximum amount of product (1.0 means a 100% yield; for example, 0.34 means a 34% yield). (1) The reactants are O=[C:2]([CH2:8][C:9](=O)[CH3:10])[C:3]([O:5][CH2:6][CH3:7])=[O:4].C([O-])(=O)C.[NH4+].Cl.[NH:18]([CH2:20][C:21]([O:23][CH2:24][C:25]1[CH:30]=[CH:29][CH:28]=[CH:27][CH:26]=1)=[O:22])[NH2:19]. The catalyst is C(O)C. The product is [CH2:6]([O:5][C:3]([C:2]1[CH:8]=[C:9]([CH3:10])[N:18]([CH2:20][C:21]([O:23][CH2:24][C:25]2[CH:30]=[CH:29][CH:28]=[CH:27][CH:26]=2)=[O:22])[N:19]=1)=[O:4])[CH3:7].[CH2:6]([O:5][C:3]([C:2]1[N:18]([CH2:20][C:21]([O:23][CH2:24][C:25]2[CH:30]=[CH:29][CH:28]=[CH:27][CH:26]=2)=[O:22])[N:19]=[C:9]([CH3:10])[CH:8]=1)=[O:4])[CH3:7]. The yield is 0.310. (2) The reactants are [CH3:1][C:2]1[C:3]([C:12]2[CH:13]=[CH:14][C:15]([NH2:18])=[N:16][CH:17]=2)=[CH:4][C:5]2[O:10][CH2:9][CH2:8][O:7][C:6]=2[CH:11]=1.[Cl-].[F:20][C:21]1[CH:26]=[CH:25][CH:24]=[C:23]([F:27])[CH:22]=1.[CH:28](N(C(C)C)CC)(C)C.[OH-:37].[Na+]. The catalyst is C(Cl)Cl.CN(C)C1C=CN=CC=1. The product is [F:20][C:21]1[CH:26]=[CH:25][CH:24]=[C:23]([F:27])[C:22]=1[C:28]([NH:18][C:15]1[CH:14]=[CH:13][C:12]([C:3]2[C:2]([CH3:1])=[CH:11][C:6]3[O:7][CH2:8][CH2:9][O:10][C:5]=3[CH:4]=2)=[CH:17][N:16]=1)=[O:37]. The yield is 0.400. (3) The reactants are [F:1][C:2]([F:29])([F:28])[C:3]1[CH:8]=[CH:7][C:6]([C:9]([C:18]2[CH:23]=[CH:22][C:21]([C:24]([F:27])([F:26])[F:25])=[CH:20][CH:19]=2)=[CH:10]/[CH:11]=[CH:12]/[C:13]([O:15]CC)=[O:14])=[CH:5][CH:4]=1.[OH-].[Li+]. The catalyst is C1COCC1.CO. The product is [F:1][C:2]([F:28])([F:29])[C:3]1[CH:8]=[CH:7][C:6]([C:9]([C:18]2[CH:19]=[CH:20][C:21]([C:24]([F:25])([F:27])[F:26])=[CH:22][CH:23]=2)=[CH:10]/[CH:11]=[CH:12]/[C:13]([OH:15])=[O:14])=[CH:5][CH:4]=1. The yield is 1.00.